Dataset: Reaction yield outcomes from USPTO patents with 853,638 reactions. Task: Predict the reaction yield, written as a fraction of the theoretical maximum amount of product (1.0 means a 100% yield; for example, 0.34 means a 34% yield). (1) The reactants are Br[C:2]1[CH:11]=[C:10]2[C:5]([CH:6]=[CH:7][N:8]=[CH:9]2)=[CH:4][CH:3]=1.[N:12]1[CH:17]=[CH:16][C:15](B(O)O)=[CH:14][CH:13]=1.C(=O)([O-])[O-].[Ca+2].C(COC)OC. The catalyst is C1C=CC([P]([Pd]([P](C2C=CC=CC=2)(C2C=CC=CC=2)C2C=CC=CC=2)([P](C2C=CC=CC=2)(C2C=CC=CC=2)C2C=CC=CC=2)[P](C2C=CC=CC=2)(C2C=CC=CC=2)C2C=CC=CC=2)(C2C=CC=CC=2)C2C=CC=CC=2)=CC=1.O. The product is [N:12]1[CH:17]=[CH:16][CH:15]=[CH:14][C:13]=1[C:2]1[CH:11]=[C:10]2[C:5]([CH:6]=[CH:7][N:8]=[CH:9]2)=[CH:4][CH:3]=1. The yield is 0.650. (2) The reactants are [Cl:1][C:2]1[CH:3]=[C:4]([C:10]2[N:14]([CH2:15][C:16]([O:18]CC)=O)[N:13]=[C:12]([C:21]3[CH:26]=[CH:25][N:24]=[CH:23][CH:22]=3)[N:11]=2)[CH:5]=[CH:6][C:7]=1[O:8][CH3:9].[CH:27]1([NH2:32])[CH2:31][CH2:30][CH2:29][CH2:28]1. No catalyst specified. The product is [Cl:1][C:2]1[CH:3]=[C:4]([C:10]2[N:14]([CH2:15][C:16]([NH:32][CH:27]3[CH2:31][CH2:30][CH2:29][CH2:28]3)=[O:18])[N:13]=[C:12]([C:21]3[CH:26]=[CH:25][N:24]=[CH:23][CH:22]=3)[N:11]=2)[CH:5]=[CH:6][C:7]=1[O:8][CH3:9]. The yield is 0.750. (3) The reactants are [CH3:1][N:2](C)/[CH:3]=[CH:4]/[C:5](=O)[CH:6]([O:9][CH3:10])[O:7][CH3:8].C(O)(=O)C.C(N)=[NH:18]. The catalyst is O. The product is [CH3:8][O:7][CH:6]([O:9][CH3:10])[C:5]1[CH:4]=[CH:3][N:2]=[CH:1][N:18]=1. The yield is 0.700. (4) The reactants are C(OC([N:8]1[CH2:11][C:10]2([CH2:14][CH:13]([NH:15][C:16]3[C:21]([C:22]4[CH:27]=[CH:26][C:25]([O:28][C:29]5[CH:34]=[CH:33][CH:32]=[CH:31][CH:30]=5)=[CH:24][CH:23]=4)=[C:20]([NH2:35])[N:19]=[CH:18][N:17]=3)[CH2:12]2)[CH2:9]1)=O)(C)(C)C.Cl. The catalyst is CO. The product is [O:28]([C:25]1[CH:24]=[CH:23][C:22]([C:21]2[C:16]([NH:15][CH:13]3[CH2:14][C:10]4([CH2:9][NH:8][CH2:11]4)[CH2:12]3)=[N:17][CH:18]=[N:19][C:20]=2[NH2:35])=[CH:27][CH:26]=1)[C:29]1[CH:30]=[CH:31][CH:32]=[CH:33][CH:34]=1. The yield is 0.340. (5) The reactants are [F:1][C:2]1[C:10]2[C:5](=[N:6][CH:7]=[CH:8][CH:9]=2)[N:4]([C:11]2[CH:16]=[CH:15][CH:14]=[C:13]([F:17])[CH:12]=2)[C:3]=1[CH:18]([NH:20]C(=O)OC(C)(C)C)[CH3:19].FC(F)(F)C(O)=O. The catalyst is C(Cl)Cl. The product is [F:1][C:2]1[C:10]2[C:5](=[N:6][CH:7]=[CH:8][CH:9]=2)[N:4]([C:11]2[CH:16]=[CH:15][CH:14]=[C:13]([F:17])[CH:12]=2)[C:3]=1[CH:18]([NH2:20])[CH3:19]. The yield is 0.940. (6) The product is [C:1]([C:5]1[CH:10]=[CH:9][C:8]([C:11]2[S:12][CH:13]=[C:14]([C:17](=[N:21][NH:20][C:22]([NH:24][C:25]3[CH:33]=[CH:32][C:28]([C:29]([OH:31])=[O:30])=[CH:27][CH:26]=3)=[S:23])[CH3:19])[C:15]=2[OH:16])=[CH:7][CH:6]=1)([CH3:4])([CH3:3])[CH3:2]. The yield is 0.520. The catalyst is CN(C)C=O. The reactants are [C:1]([C:5]1[CH:10]=[CH:9][C:8]([C:11]2[S:12][CH:13]=[C:14]([C:17]([CH3:19])=O)[C:15]=2[OH:16])=[CH:7][CH:6]=1)([CH3:4])([CH3:3])[CH3:2].[NH:20]([C:22]([NH:24][C:25]1[CH:33]=[CH:32][C:28]([C:29]([OH:31])=[O:30])=[CH:27][CH:26]=1)=[S:23])[NH2:21].Cl.